This data is from NCI-60 drug combinations with 297,098 pairs across 59 cell lines. The task is: Regression. Given two drug SMILES strings and cell line genomic features, predict the synergy score measuring deviation from expected non-interaction effect. (1) Drug 1: CC1=C2C(C(=O)C3(C(CC4C(C3C(C(C2(C)C)(CC1OC(=O)C(C(C5=CC=CC=C5)NC(=O)OC(C)(C)C)O)O)OC(=O)C6=CC=CC=C6)(CO4)OC(=O)C)OC)C)OC. Drug 2: C1=CC(=CC=C1C#N)C(C2=CC=C(C=C2)C#N)N3C=NC=N3. Cell line: U251. Synergy scores: CSS=45.5, Synergy_ZIP=3.89, Synergy_Bliss=3.51, Synergy_Loewe=-31.3, Synergy_HSA=3.70. (2) Drug 1: C1=CC(=CC=C1CC(C(=O)O)N)N(CCCl)CCCl.Cl. Drug 2: CC1=C(C(CCC1)(C)C)C=CC(=CC=CC(=CC(=O)O)C)C. Cell line: MCF7. Synergy scores: CSS=28.6, Synergy_ZIP=-4.95, Synergy_Bliss=-0.0953, Synergy_Loewe=-1.42, Synergy_HSA=2.64. (3) Drug 1: CC1C(C(=O)NC(C(=O)N2CCCC2C(=O)N(CC(=O)N(C(C(=O)O1)C(C)C)C)C)C(C)C)NC(=O)C3=C4C(=C(C=C3)C)OC5=C(C(=O)C(=C(C5=N4)C(=O)NC6C(OC(=O)C(N(C(=O)CN(C(=O)C7CCCN7C(=O)C(NC6=O)C(C)C)C)C)C(C)C)C)N)C. Drug 2: CCC1(CC2CC(C3=C(CCN(C2)C1)C4=CC=CC=C4N3)(C5=C(C=C6C(=C5)C78CCN9C7C(C=CC9)(C(C(C8N6C)(C(=O)OC)O)OC(=O)C)CC)OC)C(=O)OC)O.OS(=O)(=O)O. Cell line: KM12. Synergy scores: CSS=-2.86, Synergy_ZIP=5.21, Synergy_Bliss=9.52, Synergy_Loewe=-1.49, Synergy_HSA=-0.511.